From a dataset of NCI-60 drug combinations with 297,098 pairs across 59 cell lines. Regression. Given two drug SMILES strings and cell line genomic features, predict the synergy score measuring deviation from expected non-interaction effect. (1) Drug 1: CN(CC1=CN=C2C(=N1)C(=NC(=N2)N)N)C3=CC=C(C=C3)C(=O)NC(CCC(=O)O)C(=O)O. Drug 2: C1C(C(OC1N2C=NC3=C(N=C(N=C32)Cl)N)CO)O. Cell line: SN12C. Synergy scores: CSS=51.2, Synergy_ZIP=-4.18, Synergy_Bliss=-5.53, Synergy_Loewe=-4.89, Synergy_HSA=-1.64. (2) Drug 1: C1=NC2=C(N=C(N=C2N1C3C(C(C(O3)CO)O)F)Cl)N. Drug 2: CC1CCC2CC(C(=CC=CC=CC(CC(C(=O)C(C(C(=CC(C(=O)CC(OC(=O)C3CCCCN3C(=O)C(=O)C1(O2)O)C(C)CC4CCC(C(C4)OC)O)C)C)O)OC)C)C)C)OC. Cell line: NCI-H460. Synergy scores: CSS=-1.15, Synergy_ZIP=1.28, Synergy_Bliss=1.71, Synergy_Loewe=-0.850, Synergy_HSA=-1.04. (3) Drug 1: CC1=C(C=C(C=C1)NC(=O)C2=CC=C(C=C2)CN3CCN(CC3)C)NC4=NC=CC(=N4)C5=CN=CC=C5. Drug 2: CC1C(C(CC(O1)OC2CC(CC3=C2C(=C4C(=C3O)C(=O)C5=C(C4=O)C(=CC=C5)OC)O)(C(=O)CO)O)N)O.Cl. Cell line: T-47D. Synergy scores: CSS=28.4, Synergy_ZIP=3.81, Synergy_Bliss=7.12, Synergy_Loewe=-11.3, Synergy_HSA=4.02. (4) Drug 1: C1=CN(C(=O)N=C1N)C2C(C(C(O2)CO)O)O.Cl. Drug 2: CC1=C(C(CCC1)(C)C)C=CC(=CC=CC(=CC(=O)O)C)C. Cell line: SR. Synergy scores: CSS=73.1, Synergy_ZIP=-0.233, Synergy_Bliss=1.59, Synergy_Loewe=-28.3, Synergy_HSA=0.720. (5) Cell line: UACC62. Drug 1: C1=C(C(=O)NC(=O)N1)F. Drug 2: COC1=C2C(=CC3=C1OC=C3)C=CC(=O)O2. Synergy scores: CSS=36.9, Synergy_ZIP=-4.85, Synergy_Bliss=-10.5, Synergy_Loewe=-12.4, Synergy_HSA=-10.3. (6) Drug 1: C1=NC2=C(N=C(N=C2N1C3C(C(C(O3)CO)O)O)F)N. Drug 2: C(CC(=O)O)C(=O)CN.Cl. Cell line: IGROV1. Synergy scores: CSS=2.80, Synergy_ZIP=-1.27, Synergy_Bliss=0.292, Synergy_Loewe=0.0116, Synergy_HSA=0.231. (7) Drug 1: CN1CCC(CC1)COC2=C(C=C3C(=C2)N=CN=C3NC4=C(C=C(C=C4)Br)F)OC. Drug 2: CNC(=O)C1=CC=CC=C1SC2=CC3=C(C=C2)C(=NN3)C=CC4=CC=CC=N4. Cell line: SK-MEL-2. Synergy scores: CSS=4.71, Synergy_ZIP=1.42, Synergy_Bliss=5.72, Synergy_Loewe=2.88, Synergy_HSA=3.17.